This data is from Full USPTO retrosynthesis dataset with 1.9M reactions from patents (1976-2016). The task is: Predict the reactants needed to synthesize the given product. (1) Given the product [CH3:9][O:10][CH:11]1[CH2:16][CH2:15][CH:14]([C:17]2[S:8][C:3]3[CH:4]=[CH:5][CH:6]=[CH:7][C:2]=3[N:1]=2)[CH2:13][CH2:12]1, predict the reactants needed to synthesize it. The reactants are: [NH2:1][C:2]1[CH:7]=[CH:6][CH:5]=[CH:4][C:3]=1[SH:8].[CH3:9][O:10][CH:11]1[CH2:16][CH2:15][CH:14]([C:17](O)=O)[CH2:13][CH2:12]1.COC1C=CC(P2(SP(C3C=CC(OC)=CC=3)(=S)S2)=S)=CC=1. (2) Given the product [Cl:1][C:2]1[CH:8]=[CH:7][C:5]([N:6]2[CH:33]=[C:32]([C:34]3[CH:35]=[N:36][CH:37]=[CH:38][CH:39]=3)[N:30]=[N:31]2)=[C:4]([C:9]2[N:10]=[CH:11][N:12]=[C:13]([OH:15])[CH:14]=2)[CH:3]=1, predict the reactants needed to synthesize it. The reactants are: [Cl:1][C:2]1[CH:8]=[CH:7][C:5]([NH2:6])=[C:4]([C:9]2[CH:14]=[C:13]([O:15]C)[N:12]=[CH:11][N:10]=2)[CH:3]=1.C(ON=O)CC(C)C.[Si](N=[N+:30]=[N-:31])(C)(C)C.[C:32]([C:34]1[CH:35]=[N:36][CH:37]=[CH:38][CH:39]=1)#[CH:33].